From a dataset of Full USPTO retrosynthesis dataset with 1.9M reactions from patents (1976-2016). Predict the reactants needed to synthesize the given product. (1) Given the product [CH3:1][O:2][C:3]([N:5]([C:27]1[CH:32]=[CH:31][CH:30]=[CH:29][CH:28]=1)[NH:6][C:7]([C:9]1[C:18]2[C:13](=[CH:14][CH:15]=[CH:16][CH:17]=2)[N:12]=[C:11]([C:19]2[CH:24]=[CH:23][CH:22]=[CH:21][CH:20]=2)[C:10]=1[CH2:25][N:33]1[CH2:38][CH2:37][O:36][CH2:35][CH2:34]1)=[O:8])=[O:4], predict the reactants needed to synthesize it. The reactants are: [CH3:1][O:2][C:3]([N:5]([C:27]1[CH:32]=[CH:31][CH:30]=[CH:29][CH:28]=1)[NH:6][C:7]([C:9]1[C:18]2[C:13](=[CH:14][CH:15]=[CH:16][CH:17]=2)[N:12]=[C:11]([C:19]2[CH:24]=[CH:23][CH:22]=[CH:21][CH:20]=2)[C:10]=1[CH2:25]Br)=[O:8])=[O:4].[NH:33]1[CH2:38][CH2:37][O:36][CH2:35][CH2:34]1. (2) Given the product [CH2:4]([C:5]1[NH:31][N:30]=[C:16]([C:12]([F:13])([F:14])[F:15])[CH:6]=1)[CH2:3][CH2:2][CH3:1], predict the reactants needed to synthesize it. The reactants are: [CH:1]#[C:2][CH2:3][CH2:4][CH2:5][CH3:6].[Li]CCCC.[C:12]([C:16](OCC)=O)([F:15])([F:14])[F:13].B(F)(F)F.O(CC)CC.[NH2:30][NH2:31].